Predict the reaction yield, written as a fraction of the theoretical maximum amount of product (1.0 means a 100% yield; for example, 0.34 means a 34% yield). From a dataset of Reaction yield outcomes from USPTO patents with 853,638 reactions. (1) The catalyst is CO.[Pd]. The product is [CH3:24][C:9]1([NH:8][C:6](=[O:7])[O:5][C:1]([CH3:4])([CH3:3])[CH3:2])[CH2:13][CH2:12][NH:11][CH2:10]1. The yield is 0.960. The reactants are [C:1]([O:5][C:6]([NH:8][C:9]1([CH3:24])[CH2:13][CH2:12][N:11](C(OCC2C=CC=CC=2)=O)[CH2:10]1)=[O:7])([CH3:4])([CH3:3])[CH3:2]. (2) The reactants are Br[C:2]1[N:3]=[C:4]([O:23][CH3:24])[C:5]([N:8](C(OC(C)(C)C)=O)C(OC(C)(C)C)=O)=[N:6][CH:7]=1.[F:25][CH:26]([F:48])[CH2:27][N:28]1[CH:32]=[C:31]([C:33]2[CH:38]=[CH:37][N:36]=[C:35]([NH:39][CH2:40][C@@H:41]([OH:43])[CH3:42])[N:34]=2)[C:30]([Sn](C)(C)C)=[N:29]1. The catalyst is CN(C=O)C.CO.O.[Cu](I)I. The product is [NH2:8][C:5]1[N:6]=[CH:7][C:2]([C:30]2[C:31]([C:33]3[CH:38]=[CH:37][N:36]=[C:35]([NH:39][CH2:40][C@@H:41]([OH:43])[CH3:42])[N:34]=3)=[CH:32][N:28]([CH2:27][CH:26]([F:48])[F:25])[N:29]=2)=[N:3][C:4]=1[O:23][CH3:24]. The yield is 0.330.